Dataset: NCI-60 drug combinations with 297,098 pairs across 59 cell lines. Task: Regression. Given two drug SMILES strings and cell line genomic features, predict the synergy score measuring deviation from expected non-interaction effect. (1) Drug 1: CC1=C2C(C(=O)C3(C(CC4C(C3C(C(C2(C)C)(CC1OC(=O)C(C(C5=CC=CC=C5)NC(=O)OC(C)(C)C)O)O)OC(=O)C6=CC=CC=C6)(CO4)OC(=O)C)OC)C)OC. Drug 2: CNC(=O)C1=CC=CC=C1SC2=CC3=C(C=C2)C(=NN3)C=CC4=CC=CC=N4. Cell line: T-47D. Synergy scores: CSS=15.1, Synergy_ZIP=-0.369, Synergy_Bliss=-2.51, Synergy_Loewe=-22.4, Synergy_HSA=-2.88. (2) Drug 2: CC1=C(N=C(N=C1N)C(CC(=O)N)NCC(C(=O)N)N)C(=O)NC(C(C2=CN=CN2)OC3C(C(C(C(O3)CO)O)O)OC4C(C(C(C(O4)CO)O)OC(=O)N)O)C(=O)NC(C)C(C(C)C(=O)NC(C(C)O)C(=O)NCCC5=NC(=CS5)C6=NC(=CS6)C(=O)NCCC[S+](C)C)O. Cell line: ACHN. Drug 1: C1=C(C(=O)NC(=O)N1)F. Synergy scores: CSS=69.6, Synergy_ZIP=-0.223, Synergy_Bliss=-0.455, Synergy_Loewe=-2.25, Synergy_HSA=7.12. (3) Drug 1: COC1=C(C=C2C(=C1)N=CN=C2NC3=CC(=C(C=C3)F)Cl)OCCCN4CCOCC4. Drug 2: C1=C(C(=O)NC(=O)N1)N(CCCl)CCCl. Cell line: SR. Synergy scores: CSS=74.4, Synergy_ZIP=8.46, Synergy_Bliss=8.70, Synergy_Loewe=4.53, Synergy_HSA=11.7. (4) Drug 1: COC1=C2C(=CC3=C1OC=C3)C=CC(=O)O2. Drug 2: CC12CCC3C(C1CCC2OP(=O)(O)O)CCC4=C3C=CC(=C4)OC(=O)N(CCCl)CCCl.[Na+]. Cell line: SNB-19. Synergy scores: CSS=-1.78, Synergy_ZIP=4.70, Synergy_Bliss=6.75, Synergy_Loewe=-2.85, Synergy_HSA=-1.61. (5) Drug 1: CC(CN1CC(=O)NC(=O)C1)N2CC(=O)NC(=O)C2. Drug 2: CC1CCC2CC(C(=CC=CC=CC(CC(C(=O)C(C(C(=CC(C(=O)CC(OC(=O)C3CCCCN3C(=O)C(=O)C1(O2)O)C(C)CC4CCC(C(C4)OC)O)C)C)O)OC)C)C)C)OC. Cell line: UACC62. Synergy scores: CSS=16.1, Synergy_ZIP=-10.7, Synergy_Bliss=-10.5, Synergy_Loewe=-5.50, Synergy_HSA=-4.63. (6) Drug 1: CCC1=CC2CC(C3=C(CN(C2)C1)C4=CC=CC=C4N3)(C5=C(C=C6C(=C5)C78CCN9C7C(C=CC9)(C(C(C8N6C)(C(=O)OC)O)OC(=O)C)CC)OC)C(=O)OC.C(C(C(=O)O)O)(C(=O)O)O. Drug 2: CC1CCC2CC(C(=CC=CC=CC(CC(C(=O)C(C(C(=CC(C(=O)CC(OC(=O)C3CCCCN3C(=O)C(=O)C1(O2)O)C(C)CC4CCC(C(C4)OC)O)C)C)O)OC)C)C)C)OC. Cell line: SR. Synergy scores: CSS=48.1, Synergy_ZIP=-5.00, Synergy_Bliss=-10.0, Synergy_Loewe=-10.0, Synergy_HSA=-7.76. (7) Drug 1: CC(CN1CC(=O)NC(=O)C1)N2CC(=O)NC(=O)C2. Drug 2: C1=C(C(=O)NC(=O)N1)N(CCCl)CCCl. Cell line: KM12. Synergy scores: CSS=27.9, Synergy_ZIP=-6.12, Synergy_Bliss=-5.22, Synergy_Loewe=0.722, Synergy_HSA=1.09.